From a dataset of NCI-60 drug combinations with 297,098 pairs across 59 cell lines. Regression. Given two drug SMILES strings and cell line genomic features, predict the synergy score measuring deviation from expected non-interaction effect. (1) Drug 1: C1=CC(=CC=C1C#N)C(C2=CC=C(C=C2)C#N)N3C=NC=N3. Drug 2: CC1C(C(CC(O1)OC2CC(CC3=C2C(=C4C(=C3O)C(=O)C5=CC=CC=C5C4=O)O)(C(=O)C)O)N)O. Cell line: SF-295. Synergy scores: CSS=41.9, Synergy_ZIP=2.15, Synergy_Bliss=2.00, Synergy_Loewe=0.488, Synergy_HSA=3.23. (2) Drug 1: C1=CC(=C2C(=C1NCCNCCO)C(=O)C3=C(C=CC(=C3C2=O)O)O)NCCNCCO. Drug 2: CC1=C(C=C(C=C1)NC(=O)C2=CC=C(C=C2)CN3CCN(CC3)C)NC4=NC=CC(=N4)C5=CN=CC=C5. Cell line: T-47D. Synergy scores: CSS=38.4, Synergy_ZIP=8.69, Synergy_Bliss=9.13, Synergy_Loewe=-10.9, Synergy_HSA=9.41. (3) Drug 1: CCC1=C2CN3C(=CC4=C(C3=O)COC(=O)C4(CC)O)C2=NC5=C1C=C(C=C5)O. Drug 2: CC(C)NC(=O)C1=CC=C(C=C1)CNNC.Cl. Cell line: OVCAR3. Synergy scores: CSS=29.5, Synergy_ZIP=5.38, Synergy_Bliss=7.48, Synergy_Loewe=-72.6, Synergy_HSA=4.43. (4) Drug 1: COC1=CC(=CC(=C1O)OC)C2C3C(COC3=O)C(C4=CC5=C(C=C24)OCO5)OC6C(C(C7C(O6)COC(O7)C8=CC=CS8)O)O. Drug 2: C1C(C(OC1N2C=NC3=C(N=C(N=C32)Cl)N)CO)O. Cell line: SK-MEL-5. Synergy scores: CSS=26.2, Synergy_ZIP=4.55, Synergy_Bliss=5.60, Synergy_Loewe=-0.176, Synergy_HSA=5.01. (5) Drug 1: CCCS(=O)(=O)NC1=C(C(=C(C=C1)F)C(=O)C2=CNC3=C2C=C(C=N3)C4=CC=C(C=C4)Cl)F. Drug 2: C1CC(=O)NC(=O)C1N2C(=O)C3=CC=CC=C3C2=O. Cell line: EKVX. Synergy scores: CSS=1.39, Synergy_ZIP=3.83, Synergy_Bliss=5.79, Synergy_Loewe=4.53, Synergy_HSA=2.83. (6) Drug 1: CN1C2=C(C=C(C=C2)N(CCCl)CCCl)N=C1CCCC(=O)O.Cl. Drug 2: B(C(CC(C)C)NC(=O)C(CC1=CC=CC=C1)NC(=O)C2=NC=CN=C2)(O)O. Cell line: HS 578T. Synergy scores: CSS=44.7, Synergy_ZIP=6.31, Synergy_Bliss=5.04, Synergy_Loewe=-31.8, Synergy_HSA=4.94. (7) Drug 1: C1CCN(CC1)CCOC2=CC=C(C=C2)C(=O)C3=C(SC4=C3C=CC(=C4)O)C5=CC=C(C=C5)O. Drug 2: CN(CCCl)CCCl.Cl. Cell line: NCI-H460. Synergy scores: CSS=2.63, Synergy_ZIP=1.52, Synergy_Bliss=5.38, Synergy_Loewe=-17.9, Synergy_HSA=-4.23. (8) Drug 1: CC1CCC2CC(C(=CC=CC=CC(CC(C(=O)C(C(C(=CC(C(=O)CC(OC(=O)C3CCCCN3C(=O)C(=O)C1(O2)O)C(C)CC4CCC(C(C4)OC)O)C)C)O)OC)C)C)C)OC. Drug 2: CC(C)CN1C=NC2=C1C3=CC=CC=C3N=C2N. Cell line: T-47D. Synergy scores: CSS=38.3, Synergy_ZIP=-2.00, Synergy_Bliss=1.08, Synergy_Loewe=-5.84, Synergy_HSA=2.76.